Dataset: Full USPTO retrosynthesis dataset with 1.9M reactions from patents (1976-2016). Task: Predict the reactants needed to synthesize the given product. Given the product [ClH:34].[ClH:61].[C:1]([NH:5][C:6](=[O:35])[C:7]1[CH:12]=[CH:11][CH:10]=[C:9]([O:13][C:14]2[CH:19]=[CH:18][C:17]([NH:20][C:21]3[C:31]4[CH:30]=[C:29]([CH2:32][NH:36][C:37]([CH3:41])([CH3:40])[CH2:38][OH:39])[CH2:28][CH2:27][NH:26][C:25]=4[N:24]=[CH:23][N:22]=3)=[CH:16][C:15]=2[Cl:34])[CH:8]=1)([CH3:4])([CH3:2])[CH3:3], predict the reactants needed to synthesize it. The reactants are: [C:1]([NH:5][C:6](=[O:35])[C:7]1[CH:12]=[CH:11][CH:10]=[C:9]([O:13][C:14]2[CH:19]=[CH:18][C:17]([NH:20][C:21]3[C:31]4[CH:30]=[C:29]([CH:32]=O)[CH2:28][CH2:27][NH:26][C:25]=4[N:24]=[CH:23][N:22]=3)=[CH:16][C:15]=2[Cl:34])[CH:8]=1)([CH3:4])([CH3:3])[CH3:2].[NH2:36][C:37]([CH3:41])([CH3:40])[CH2:38][OH:39].C(O[BH-](OC(=O)C)OC(=O)C)(=O)C.[Na+].C(=O)(O)[O-].[Na+].[ClH:61].C(OCC)(=O)C.